This data is from Catalyst prediction with 721,799 reactions and 888 catalyst types from USPTO. The task is: Predict which catalyst facilitates the given reaction. (1) Reactant: [Br:1]N1C(=O)NC(=O)N(Br)C1=O.[CH:12]1([C:15]2[CH:24]=[CH:23][C:18]([C:19]([O:21][CH3:22])=[O:20])=[C:17]([O:25][CH:26]([CH3:28])[CH3:27])[CH:16]=2)[CH2:14][CH2:13]1.S([O-])([O-])(=O)=S.[Na+].[Na+]. Product: [Br:1][C:24]1[C:15]([CH:12]2[CH2:14][CH2:13]2)=[CH:16][C:17]([O:25][CH:26]([CH3:28])[CH3:27])=[C:18]([CH:23]=1)[C:19]([O:21][CH3:22])=[O:20]. The catalyst class is: 3. (2) Reactant: [C:1](Cl)(Cl)=[O:2].[C:5]([O:9][C:10](=[O:30])[NH:11][CH2:12][C@H:13]([OH:29])[CH2:14][NH:15][C:16]1[CH:17]=[C:18]2[C:22](=[C:23]([F:25])[CH:24]=1)[N:21]([CH2:26][CH3:27])[C:20](=[O:28])[CH2:19]2)([CH3:8])([CH3:7])[CH3:6].C(N(CC)CC)C. Product: [C:5]([O:9][C:10](=[O:30])[NH:11][CH2:12][C@@H:13]1[O:29][C:1](=[O:2])[N:15]([C:16]2[CH:17]=[C:18]3[C:22](=[C:23]([F:25])[CH:24]=2)[N:21]([CH2:26][CH3:27])[C:20](=[O:28])[CH2:19]3)[CH2:14]1)([CH3:6])([CH3:7])[CH3:8]. The catalyst class is: 4. (3) Reactant: Br[C:2]1[N:6]2[C:7]3[C:12]([N:13]=[C:14]([CH3:15])[C:5]2=[C:4]([CH3:17])[N:3]=1)=[CH:11][CH:10]=[C:9]([F:16])[CH:8]=3.[Cl:18][C:19]1[CH:20]=[C:21](B(O)O)[CH:22]=[C:23]([Cl:25])[CH:24]=1.C([O-])([O-])=O.[K+].[K+]. The catalyst class is: 73. Product: [Cl:18][C:19]1[CH:20]=[C:21]([C:2]2[N:6]3[C:7]4[C:12]([N:13]=[C:14]([CH3:15])[C:5]3=[C:4]([CH3:17])[N:3]=2)=[CH:11][CH:10]=[C:9]([F:16])[CH:8]=4)[CH:22]=[C:23]([Cl:25])[CH:24]=1. (4) Reactant: [C:1]1([CH3:27])[CH:6]=[CH:5][C:4]([N:7]2[C:11]3=[N:12][CH:13]=[CH:14][CH:15]=[C:10]3[C:9](OS(C3C=CC(C)=CC=3)(=O)=O)=[N:8]2)=[CH:3][CH:2]=1.[CH2:28]([N:30]([CH2:34][CH3:35])[CH2:31][C:32]#[CH:33])[CH3:29]. Product: [CH2:28]([N:30]([CH2:34][CH3:35])[CH2:31][C:32]#[C:33][C:9]1[C:10]2[C:11](=[N:12][CH:13]=[CH:14][CH:15]=2)[N:7]([C:4]2[CH:3]=[CH:2][C:1]([CH3:27])=[CH:6][CH:5]=2)[N:8]=1)[CH3:29]. The catalyst class is: 243. (5) Reactant: [CH3:1][NH:2][C:3](=[O:43])[CH2:4][C:5]1[CH:42]=[CH:41][CH:40]=[CH:39][C:6]=1[CH2:7][CH2:8][C:9]1[C:14]([C:15]([F:18])([F:17])[F:16])=[CH:13][N:12]=[C:11]([NH:19][C:20]2[CH:25]=[CH:24][C:23]([N:26]3[CH2:31][CH2:30][N:29](C(OC(C)(C)C)=O)[CH2:28][CH2:27]3)=[CH:22][CH:21]=2)[N:10]=1.FC(F)(F)C(O)=O. Product: [CH3:1][NH:2][C:3](=[O:43])[CH2:4][C:5]1[CH:42]=[CH:41][CH:40]=[CH:39][C:6]=1[CH2:7][CH2:8][C:9]1[C:14]([C:15]([F:18])([F:16])[F:17])=[CH:13][N:12]=[C:11]([NH:19][C:20]2[CH:21]=[CH:22][C:23]([N:26]3[CH2:31][CH2:30][NH:29][CH2:28][CH2:27]3)=[CH:24][CH:25]=2)[N:10]=1. The catalyst class is: 2. (6) Reactant: Cl[CH2:2][O:3][C:4](=[O:18])[C@H:5]([C@H:14]([CH2:16][CH3:17])[CH3:15])[NH:6][C:7]([O:9][C:10]([CH3:13])([CH3:12])[CH3:11])=[O:8].[I-:19].[Na+]. Product: [I:19][CH2:2][O:3][C:4](=[O:18])[C@H:5]([C@H:14]([CH2:16][CH3:17])[CH3:15])[NH:6][C:7]([O:9][C:10]([CH3:13])([CH3:12])[CH3:11])=[O:8]. The catalyst class is: 10. (7) Reactant: [Cl:1][C:2]1[CH:3]=[C:4]([C:8]2[O:9][C:10]([CH3:34])=[C:11]([CH2:13][N:14]3[C:22]4[C:17](=[CH:18][C:19]([C:23]([OH:32])([C:28]([F:31])([F:30])[F:29])[C:24]([F:27])([F:26])[F:25])=[CH:20][CH:21]=4)[CH:16]=[C:15]3[CH3:33])[N:12]=2)[CH:5]=[CH:6][CH:7]=1.CN([CH:38]=[O:39])C.O=P(Cl)(Cl)Cl. Product: [Cl:1][C:2]1[CH:3]=[C:4]([C:8]2[O:9][C:10]([CH3:34])=[C:11]([CH2:13][N:14]3[C:22]4[C:17](=[CH:18][C:19]([C:23]([OH:32])([C:24]([F:26])([F:27])[F:25])[C:28]([F:29])([F:30])[F:31])=[CH:20][CH:21]=4)[C:16]([CH:38]=[O:39])=[C:15]3[CH3:33])[N:12]=2)[CH:5]=[CH:6][CH:7]=1. The catalyst class is: 68. (8) Reactant: [Cl:1][C:2]1[CH:3]=[CH:4][C:5]2[C:11]3[N:12]([CH2:21][C:22]4[CH:27]=[CH:26][C:25]([O:28][CH3:29])=[CH:24][C:23]=4[O:30][CH3:31])[C:13](=[O:20])[C:14]([C:16]([O:18]C)=[O:17])=[CH:15][C:10]=3[CH2:9][CH2:8][O:7][C:6]=2[CH:32]=1.[Li+].[OH-].Cl. Product: [Cl:1][C:2]1[CH:3]=[CH:4][C:5]2[C:11]3[N:12]([CH2:21][C:22]4[CH:27]=[CH:26][C:25]([O:28][CH3:29])=[CH:24][C:23]=4[O:30][CH3:31])[C:13](=[O:20])[C:14]([C:16]([OH:18])=[O:17])=[CH:15][C:10]=3[CH2:9][CH2:8][O:7][C:6]=2[CH:32]=1. The catalyst class is: 1.